This data is from Catalyst prediction with 721,799 reactions and 888 catalyst types from USPTO. The task is: Predict which catalyst facilitates the given reaction. (1) Reactant: [CH:1]([C:3]1[N:11]2[C:6]([CH:7]=[CH:8][CH:9]=[CH:10]2)=[CH:5][C:4]=1[C:12]([O:14][CH2:15][CH3:16])=[O:13])=O.[NH:17]1[CH2:22][CH2:21][O:20][CH2:19][CH2:18]1.CC(O)=O.[BH-](OC(C)=O)(OC(C)=O)OC(C)=O.[Na+]. Product: [N:17]1([CH2:1][C:3]2[N:11]3[C:6]([CH:7]=[CH:8][CH:9]=[CH:10]3)=[CH:5][C:4]=2[C:12]([O:14][CH2:15][CH3:16])=[O:13])[CH2:22][CH2:21][O:20][CH2:19][CH2:18]1. The catalyst class is: 2. (2) Reactant: F[C:2]1[C:11]2[C:6](=[CH:7][CH:8]=[C:9]([OH:12])[CH:10]=2)[N:5]=[C:4]([C:13]2[CH:21]=[CH:20][C:16]([C:17]([OH:19])=[O:18])=[CH:15][CH:14]=2)[CH:3]=1.[NH:22]([CH3:24])[CH3:23].Cl.CCN(C(C)C)C(C)C. Product: [CH3:23][N:22]([CH3:24])[C:2]1[C:11]2[C:6](=[CH:7][CH:8]=[C:9]([OH:12])[CH:10]=2)[N:5]=[C:4]([C:13]2[CH:21]=[CH:20][C:16]([C:17]([OH:19])=[O:18])=[CH:15][CH:14]=2)[CH:3]=1. The catalyst class is: 3.